Task: Predict the reactants needed to synthesize the given product.. Dataset: Full USPTO retrosynthesis dataset with 1.9M reactions from patents (1976-2016) (1) Given the product [O:15]1[CH2:14][CH2:9][CH:10]([N:16]2[CH2:20][CH2:19][C@@H:18]([NH:21][C:22](=[O:28])[O:23][C:24]([CH3:26])([CH3:25])[CH3:27])[CH2:17]2)[CH2:11][CH2:12]1, predict the reactants needed to synthesize it. The reactants are: ClC1C=CC(C2[C:9]([CH:14]=[O:15])=[CH:10][CH:11]=[CH:12]C=2)=CC=1.[NH:16]1[CH2:20][CH2:19][C@@H:18]([NH:21][C:22](=[O:28])[O:23][C:24]([CH3:27])([CH3:26])[CH3:25])[CH2:17]1.N1(C(OC(C)(C)C)=O)CCNCC1. (2) Given the product [CH:65]1([C:62]2[CH:61]=[N:60][C:22]([N:19]3[CH2:18][CH2:17][CH:16]([O:15][C:12]4[CH:13]=[CH:14][N:9]([C:6]5[CH:7]=[CH:8][C:3]([C:1]#[N:2])=[CH:4][C:5]=5[F:30])[C:10](=[O:29])[CH:11]=4)[CH2:21][CH2:20]3)=[N:64][CH:63]=2)[CH2:67][CH2:66]1, predict the reactants needed to synthesize it. The reactants are: [C:1]([C:3]1[CH:8]=[CH:7][C:6]([N:9]2[CH:14]=[CH:13][C:12]([O:15][CH:16]3[CH2:21][CH2:20][N:19]([C:22](OC(C)(C)C)=O)[CH2:18][CH2:17]3)=[CH:11][C:10]2=[O:29])=[C:5]([F:30])[CH:4]=1)#[N:2].O=C1C=C(OC2CCN(C(OC(C)(C)C)=O)CC2)C=CN1C1C=NC=CC=1.ClC1[N:64]=[CH:63][C:62]([CH2:65][CH2:66][CH3:67])=[CH:61][N:60]=1.C(=O)([O-])[O-].[K+].[K+].C(=O)([O-])[O-].[Cs+].[Cs+]. (3) The reactants are: [C:1](OC(O[C:1]([CH3:4])([CH3:3])[CH3:2])N(C)C)([CH3:4])([CH3:3])[CH3:2].[Br:15][C:16]1[C:24]2[C:19](=[N:20][CH:21]=[C:22]([C:25]3[CH:26]=[C:27]([CH:31]=[CH:32][C:33]=3[CH3:34])[C:28]([OH:30])=[O:29])[CH:23]=2)[O:18][C:17]=1[C:35]1[CH:40]=[CH:39][C:38]([F:41])=[CH:37][CH:36]=1. Given the product [Br:15][C:16]1[C:24]2[C:19](=[N:20][CH:21]=[C:22]([C:25]3[CH:26]=[C:27]([CH:31]=[CH:32][C:33]=3[CH3:34])[C:28]([O:30][C:1]([CH3:4])([CH3:3])[CH3:2])=[O:29])[CH:23]=2)[O:18][C:17]=1[C:35]1[CH:36]=[CH:37][C:38]([F:41])=[CH:39][CH:40]=1, predict the reactants needed to synthesize it. (4) Given the product [CH3:1][O:2][C:3]1[CH:8]=[CH:7][CH:6]=[CH:5][C:4]=1[C:9]1[NH:13][N:12]=[C:11]([S:14][CH2:15][C:19]2[CH:18]=[N:17][CH:22]=[CH:21][CH:20]=2)[N:10]=1, predict the reactants needed to synthesize it. The reactants are: [CH3:1][O:2][C:3]1[CH:8]=[CH:7][CH:6]=[CH:5][C:4]=1[C:9]1[NH:13][N:12]=[C:11]([S:14][CH3:15])[N:10]=1.Cl.[N:17]1[CH:22]=[CH:21][CH:20]=[C:19](CCl)[CH:18]=1. (5) Given the product [Br:1][C:2]1[CH:7]=[CH:6][C:5]([C:8]2[NH:13][C:12](=[O:21])[N:11]3[CH:17]=[CH:18][N:19]=[C:10]3[CH:9]=2)=[CH:4][CH:3]=1, predict the reactants needed to synthesize it. The reactants are: [Br:1][C:2]1[CH:7]=[CH:6][C:5]([C:8]2[N:13]=[C:12](SCC)[N:11]3[CH:17]=[CH:18][N:19]=[C:10]3[CH:9]=2)=[CH:4][CH:3]=1.C[OH:21].[OH-].[K+].Cl.